Dataset: Catalyst prediction with 721,799 reactions and 888 catalyst types from USPTO. Task: Predict which catalyst facilitates the given reaction. (1) Reactant: [F:1][C:2]1[CH:9]=[CH:8][C:5]([CH:6]=O)=[CH:4][CH:3]=1.[NH2:10][C:11]1[S:12][C:13]2[CH:19]=[C:18]([Cl:20])[CH:17]=[CH:16][C:14]=2[N:15]=1.C1(C)C(S(O)(=O)=O)=CC=CC=1.O. Product: [Cl:20][C:18]1[CH:17]=[CH:16][C:14]2[N:15]=[C:11]([N:10]=[CH:6][C:5]3[CH:8]=[CH:9][C:2]([F:1])=[CH:3][CH:4]=3)[S:12][C:13]=2[CH:19]=1. The catalyst class is: 48. (2) The catalyst class is: 13. Reactant: [Cl:1][C:2]1[C:3](Cl)=[C:4]([Cl:13])[C:5]([Cl:12])=[C:6]([C:10]#[N:11])[C:7]=1[C:8]#[N:9].[OH:15][C:16]1[CH:25]=[CH:24][C:19]([C:20]([O:22][CH3:23])=[O:21])=[CH:18][CH:17]=1.C(=O)([O-])[O-].[K+].[K+].C(#N)C. Product: [Cl:13][C:4]1[C:5]([Cl:12])=[C:6]([C:10]#[N:11])[C:7]([C:8]#[N:9])=[C:2]([Cl:1])[C:3]=1[O:15][C:16]1[CH:17]=[CH:18][C:19]([C:20]([O:22][CH3:23])=[O:21])=[CH:24][CH:25]=1. (3) The catalyst class is: 11. Reactant: [Cl:1][C:2]1[CH:3]=[C:4]([CH2:12][CH3:13])[C:5]2[O:9][C:8](S)=[N:7][C:6]=2[CH:11]=1.[CH3:14][N:15]1[CH2:21][CH2:20][CH2:19][NH:18][CH2:17][CH2:16]1. Product: [Cl:1][C:2]1[CH:3]=[C:4]([CH2:12][CH3:13])[C:5]2[O:9][C:8]([N:18]3[CH2:19][CH2:20][CH2:21][N:15]([CH3:14])[CH2:16][CH2:17]3)=[N:7][C:6]=2[CH:11]=1. (4) The catalyst class is: 808. Reactant: [C:1]1([C:7]2[S:15][C:14]3[C:13]([OH:16])=[N:12][C:11]([C:17]4[CH:22]=[CH:21][N:20]=[CH:19][CH:18]=4)=[N:10][C:9]=3[CH:8]=2)[CH:6]=[CH:5][CH:4]=[CH:3][CH:2]=1.[CH:23]([C:26]1[CH:31]=[C:30]([CH:32]([CH3:34])[CH3:33])[CH:29]=[C:28]([CH:35]([CH3:37])[CH3:36])[C:27]=1[S:38](Cl)(=[O:40])=[O:39])([CH3:25])[CH3:24].CCN(CC)CC. Product: [C:1]1([C:7]2[S:15][C:14]3[C:13]([O:16][S:38]([C:27]4[C:28]([CH:35]([CH3:36])[CH3:37])=[CH:29][C:30]([CH:32]([CH3:34])[CH3:33])=[CH:31][C:26]=4[CH:23]([CH3:25])[CH3:24])(=[O:40])=[O:39])=[N:12][C:11]([C:17]4[CH:18]=[CH:19][N:20]=[CH:21][CH:22]=4)=[N:10][C:9]=3[CH:8]=2)[CH:2]=[CH:3][CH:4]=[CH:5][CH:6]=1. (5) Reactant: [F:1][C:2]1[C:3]([N:9]=[CH:10][N:11]([CH3:13])[CH3:12])=[N:4][C:5]([OH:8])=[N:6][CH:7]=1.C(N(CC)CC)C.[Cl:21][C:22]1[CH:30]=[CH:29][CH:28]=[C:27]([Cl:31])[C:23]=1[C:24](Cl)=[O:25]. Product: [Cl:21][C:22]1[CH:30]=[CH:29][CH:28]=[C:27]([Cl:31])[C:23]=1[C:24]([N:6]1[CH:7]=[C:2]([F:1])[C:3]([N:9]=[CH:10][N:11]([CH3:13])[CH3:12])=[N:4][C:5]1=[O:8])=[O:25]. The catalyst class is: 4.